Dataset: Full USPTO retrosynthesis dataset with 1.9M reactions from patents (1976-2016). Task: Predict the reactants needed to synthesize the given product. Given the product [CH:1]([C:4]1[CH:9]=[CH:8][CH:7]=[CH:6][C:5]=1[N:10]1[C:40]([C:41]([F:44])([F:43])[F:42])([OH:45])[CH2:39][S:12]/[C:11]/1=[N:13]/[N:14]=[CH:15]\[C:16]1[CH:17]=[CH:18][C:19]([C:22]2[N:26]=[CH:25][N:24]([C:27]3[CH:28]=[CH:29][C:30]([O:33][C:34]([F:37])([F:35])[F:36])=[CH:31][CH:32]=3)[N:23]=2)=[CH:20][CH:21]=1)([CH3:3])[CH3:2], predict the reactants needed to synthesize it. The reactants are: [CH:1]([C:4]1[CH:9]=[CH:8][CH:7]=[CH:6][C:5]=1[NH:10][C:11]([NH:13]/[N:14]=[CH:15]/[C:16]1[CH:21]=[CH:20][C:19]([C:22]2[N:26]=[CH:25][N:24]([C:27]3[CH:32]=[CH:31][C:30]([O:33][C:34]([F:37])([F:36])[F:35])=[CH:29][CH:28]=3)[N:23]=2)=[CH:18][CH:17]=1)=[S:12])([CH3:3])[CH3:2].Br[CH2:39][C:40](=[O:45])[C:41]([F:44])([F:43])[F:42].C(N(CC)CC)C.O.